From a dataset of Peptide-MHC class I binding affinity with 185,985 pairs from IEDB/IMGT. Regression. Given a peptide amino acid sequence and an MHC pseudo amino acid sequence, predict their binding affinity value. This is MHC class I binding data. (1) The peptide sequence is EMVELRILL. The MHC is HLA-A02:01 with pseudo-sequence HLA-A02:01. The binding affinity (normalized) is 0.582. (2) The peptide sequence is IPRRIRQGL. The MHC is HLA-A30:02 with pseudo-sequence HLA-A30:02. The binding affinity (normalized) is 0. (3) The binding affinity (normalized) is 0.549. The MHC is HLA-A03:01 with pseudo-sequence HLA-A03:01. The peptide sequence is NIAEYIAGLK. (4) The binding affinity (normalized) is 0.446. The peptide sequence is WMYEGKHVL. The MHC is HLA-C06:02 with pseudo-sequence HLA-C06:02. (5) The binding affinity (normalized) is 0.628. The MHC is HLA-B54:01 with pseudo-sequence HLA-B54:01. The peptide sequence is SPISNVANA. (6) The peptide sequence is RELYYRLKF. The MHC is HLA-B18:01 with pseudo-sequence HLA-B18:01. The binding affinity (normalized) is 0.898. (7) The peptide sequence is LSQWFMNA. The MHC is H-2-Kb with pseudo-sequence H-2-Kb. The binding affinity (normalized) is 0.428. (8) The MHC is H-2-Db with pseudo-sequence H-2-Db. The peptide sequence is HKFYHYSVYI. The binding affinity (normalized) is 0.188.